Dataset: Reaction yield outcomes from USPTO patents with 853,638 reactions. Task: Predict the reaction yield, written as a fraction of the theoretical maximum amount of product (1.0 means a 100% yield; for example, 0.34 means a 34% yield). (1) The yield is 0.870. The product is [OH:10][C:11]1[CH:12]=[C:13]([C@:17]2([CH3:37])[CH2:22][CH2:21][N:20]([CH2:23][C@H:24]([CH2:29][C:30]3[CH:31]=[CH:32][CH:33]=[CH:34][CH:35]=3)[C:25]([O:27][CH3:28])=[O:26])[CH2:19][C@@H:18]2[CH3:36])[CH:14]=[CH:15][CH:16]=1. The catalyst is CO. The reactants are C(=O)([O-])[O-].[K+].[K+].C([O:10][C:11]1[CH:12]=[C:13]([C@:17]2([CH3:37])[CH2:22][CH2:21][N:20]([CH2:23][C@H:24]([CH2:29][C:30]3[CH:35]=[CH:34][CH:33]=[CH:32][CH:31]=3)[C:25]([O:27][CH3:28])=[O:26])[CH2:19][C@@H:18]2[CH3:36])[CH:14]=[CH:15][CH:16]=1)(=O)C.O. (2) The product is [C:32]1([P:7]([C:1]2[CH:6]=[CH:5][CH:4]=[CH:3][CH:2]=2)[C:9]2[C:10]([CH3:31])=[C:11]3[C:15](=[C:16]([CH3:30])[C:17]=2[C:18]2[C:27]4[C:22](=[CH:23][CH:24]=[CH:25][CH:26]=4)[CH:21]=[CH:20][C:19]=2[O:28][CH3:29])[CH2:14][O:13][CH2:12]3)[CH:33]=[CH:34][CH:35]=[CH:36][CH:37]=1. The reactants are [C:1]1([P:7]([C:32]2[CH:37]=[CH:36][CH:35]=[CH:34][CH:33]=2)([C:9]2[C:10]([CH3:31])=[C:11]3[C:15](=[C:16]([CH3:30])[C:17]=2[C:18]2[C:27]4[C:22](=[CH:23][CH:24]=[CH:25][CH:26]=4)[CH:21]=[CH:20][C:19]=2[O:28][CH3:29])[CH2:14][O:13][CH2:12]3)=O)[CH:6]=[CH:5][CH:4]=[CH:3][CH:2]=1.C(N(CC)CC)C.C1C2C(=CC=CC=2)C=CC=1.Cl[SiH](Cl)Cl.C(=O)(O)[O-].[Na+]. The yield is 0.890. The catalyst is C1(C)C(C)=CC=CC=1.C(OCC)C. (3) The reactants are C[O:2][C:3]1[CH:8]=[CH:7][C:6]([N:9]2[C:18]([CH3:19])=[CH:17][C:16]3[C:11](=[CH:12][CH:13]=[CH:14][CH:15]=3)[C:10]2=[O:20])=[CH:5][CH:4]=1.B(Br)(Br)Br.C(=O)([O-])O.[Na+]. The catalyst is C(Cl)Cl. The product is [OH:2][C:3]1[CH:8]=[CH:7][C:6]([N:9]2[C:18]([CH3:19])=[CH:17][C:16]3[C:11](=[CH:12][CH:13]=[CH:14][CH:15]=3)[C:10]2=[O:20])=[CH:5][CH:4]=1. The yield is 0.910. (4) The reactants are [CH2:1]([O:8][N:9]1[C:15](=[O:16])[N:14]2[CH2:17][C@H:10]1[CH2:11][CH2:12][C@H:13]2[C:18]([OH:20])=O)[C:2]1[CH:7]=[CH:6][CH:5]=[CH:4][CH:3]=1.[NH2:21][O:22][CH:23]1[CH2:28][CH2:27][N:26]([C:29]([O:31][C:32]([CH3:35])([CH3:34])[CH3:33])=[O:30])[CH2:25][CH2:24]1.OC1C2N=NNC=2C=CC=1.Cl.C(N=C=NCCCN(C)C)C. The catalyst is C(Cl)Cl. The product is [CH2:1]([O:8][N:9]1[C:15](=[O:16])[N:14]2[CH2:17][C@H:10]1[CH2:11][CH2:12][C@H:13]2[C:18]([NH:21][O:22][CH:23]1[CH2:24][CH2:25][N:26]([C:29]([O:31][C:32]([CH3:35])([CH3:34])[CH3:33])=[O:30])[CH2:27][CH2:28]1)=[O:20])[C:2]1[CH:3]=[CH:4][CH:5]=[CH:6][CH:7]=1. The yield is 0.980.